This data is from Forward reaction prediction with 1.9M reactions from USPTO patents (1976-2016). The task is: Predict the product of the given reaction. (1) The product is: [F:1][C:2]1[CH:3]=[C:4]([CH:19]=[CH:20][C:21]=1[NH:22][C:23]([NH:25][C:26]1[CH:31]=[C:30]([CH3:32])[CH:29]=[CH:28][C:27]=1[F:33])=[O:24])[O:5][C:6]1[CH:11]=[CH:10][N:9]=[C:8]2[CH:12]=[C:13]([C:15]([OH:17])=[O:16])[S:14][C:7]=12. Given the reactants [F:1][C:2]1[CH:3]=[C:4]([CH:19]=[CH:20][C:21]=1[NH:22][C:23]([NH:25][C:26]1[CH:31]=[C:30]([CH3:32])[CH:29]=[CH:28][C:27]=1[F:33])=[O:24])[O:5][C:6]1[CH:11]=[CH:10][N:9]=[C:8]2[CH:12]=[C:13]([C:15]([O:17]C)=[O:16])[S:14][C:7]=12.[OH-].[Na+].Cl, predict the reaction product. (2) The product is: [C:32]([C:36]1[S:43][C:42]2[C:41](=[O:44])[N:40]([C:45]3[C:46]([CH3:60])=[C:47]([C:2]4[N:7]=[C:6]([NH:8][C:9]5[CH:10]=[CH:11][C:12]([CH:15]6[C:20](=[O:21])[N:19]([CH3:22])[CH2:18][CH2:17][N:16]6[C:23]([O:25][C:26]([CH3:29])([CH3:28])[CH3:27])=[O:24])=[CH:13][CH:14]=5)[C:5](=[O:30])[N:4]([CH3:31])[CH:3]=4)[CH:48]=[CH:49][CH:50]=3)[CH2:39][C:38]=2[CH:37]=1)([CH3:35])([CH3:33])[CH3:34]. Given the reactants Br[C:2]1[N:7]=[C:6]([NH:8][C:9]2[CH:14]=[CH:13][C:12]([CH:15]3[C:20](=[O:21])[N:19]([CH3:22])[CH2:18][CH2:17][N:16]3[C:23]([O:25][C:26]([CH3:29])([CH3:28])[CH3:27])=[O:24])=[CH:11][CH:10]=2)[C:5](=[O:30])[N:4]([CH3:31])[CH:3]=1.[C:32]([C:36]1[S:43][C:42]2[C:41](=[O:44])[N:40]([C:45]3[CH:50]=[CH:49][CH:48]=[C:47](B4OC(C)(C)C(C)(C)O4)[C:46]=3[CH3:60])[CH2:39][C:38]=2[CH:37]=1)([CH3:35])([CH3:34])[CH3:33].C(=O)([O-])[O-].[Na+].[Na+].O1CCOCC1, predict the reaction product. (3) The product is: [O:20]1[CH2:21][CH2:22][N:23]([C:26]2[CH:27]=[CH:28][C:29]([C:30]([NH:1][C:2]3[CH:10]=[CH:9][C:8]4[C:4](=[CH:5][N:6]([C:11]5[CH:12]=[CH:13][C:14]([N+:17]([O-:19])=[O:18])=[CH:15][CH:16]=5)[N:7]=4)[CH:3]=3)=[O:31])=[CH:33][CH:34]=2)[CH2:24][CH2:25]1. Given the reactants [NH2:1][C:2]1[CH:10]=[CH:9][C:8]2[C:4](=[CH:5][N:6]([C:11]3[CH:16]=[CH:15][C:14]([N+:17]([O-:19])=[O:18])=[CH:13][CH:12]=3)[N:7]=2)[CH:3]=1.[O:20]1[CH2:25][CH2:24][N:23]([C:26]2[CH:34]=[CH:33][C:29]([C:30]([O-])=[O:31])=[CH:28][CH:27]=2)[CH2:22][CH2:21]1, predict the reaction product. (4) Given the reactants [NH2:1][C@@:2]1([C:22]#[N:23])[C@H:7]([O:8][CH2:9][C:10]2[CH:15]=[CH:14][C:13]([Cl:16])=[C:12]([Cl:17])[CH:11]=2)[CH2:6][C@@H:5]2[C@H:3]1[C@@:4]2([F:21])[C:18]([NH2:20])=[O:19].N[C@]1(C#N)[C@H](OCC2C=CC(Cl)=C(Cl)C=2)C[C@@H]2[C@H]1[C@@]2(F)C(N)=O.[C:47]([OH:56])(=[O:55])[C@@H:48]([C@H:50]([C:52]([OH:54])=[O:53])[OH:51])[OH:49], predict the reaction product. The product is: [C:47]([OH:56])(=[O:55])[C@@H:48]([C@H:50]([C:52]([OH:54])=[O:53])[OH:51])[OH:49].[NH2:1][C@@:2]1([C:22]#[N:23])[C@H:7]([O:8][CH2:9][C:10]2[CH:15]=[CH:14][C:13]([Cl:16])=[C:12]([Cl:17])[CH:11]=2)[CH2:6][C@@H:5]2[C@H:3]1[C@@:4]2([F:21])[C:18]([NH2:20])=[O:19].